From a dataset of Catalyst prediction with 721,799 reactions and 888 catalyst types from USPTO. Predict which catalyst facilitates the given reaction. (1) Reactant: CN(C(ON1N=NC2C=CC=CC1=2)=[N+](C)C)C.[B-](F)(F)(F)F.[C@@H:23]12[CH2:28][C@@H:27]1[CH2:26][NH:25][C@@H:24]2[CH2:29][NH:30][C:31]([C:33]1[N:40]2[C:36]([S:37][CH:38]=[CH:39]2)=[N:35][C:34]=1[CH3:41])=[O:32].[C:42]1([CH3:56])[CH:47]=[CH:46][CH:45]=[C:44]([C:48]2[S:52][CH:51]=[N:50][C:49]=2[C:53](O)=[O:54])[CH:43]=1.CCN(C(C)C)C(C)C. Product: [C:42]1([CH3:56])[CH:47]=[CH:46][CH:45]=[C:44]([C:48]2[S:52][CH:51]=[N:50][C:49]=2[C:53]([N:25]2[CH2:26][C@@H:27]3[C@@H:23]([CH2:28]3)[C@H:24]2[CH2:29][NH:30][C:31]([C:33]2[N:40]3[C:36]([S:37][CH:38]=[CH:39]3)=[N:35][C:34]=2[CH3:41])=[O:32])=[O:54])[CH:43]=1. The catalyst class is: 2. (2) Reactant: [N:1]1[CH:6]=[CH:5][CH:4]=[CH:3][C:2]=1[C:7]1[O:8][CH:9]=[C:10]([C:12]2[CH:13]=[CH:14][C:15]([C:18]([OH:21])([CH3:20])[CH3:19])=[N:16][CH:17]=2)[N:11]=1.C1C(=O)N([Br:29])C(=O)C1.O. Product: [Br:29][C:9]1[O:8][C:7]([C:2]2[CH:3]=[CH:4][CH:5]=[CH:6][N:1]=2)=[N:11][C:10]=1[C:12]1[CH:13]=[CH:14][C:15]([C:18]([OH:21])([CH3:19])[CH3:20])=[N:16][CH:17]=1. The catalyst class is: 2.